Dataset: Forward reaction prediction with 1.9M reactions from USPTO patents (1976-2016). Task: Predict the product of the given reaction. (1) Given the reactants [CH3:1][CH2:2][O:3][C:4]1[N:12]([CH2:13][C:14]2[CH:19]=[CH:18][C:17]([C:20]3[C:25]([C:26]4[N:30](C(C5C=CC=CC=5)(C5C=CC=CC=5)C5C=CC=CC=5)[N:29]=[N:28][N:27]=4)=[CH:24][CH:23]=[CH:22][CH:21]=3)=[CH:16][CH:15]=2)[C:11]2[C:6](=[CH:7][CH:8]=[CH:9][C:10]=2[C:50]([O:52][CH:53]([O:55][C:56]([O:58][CH:59]2[CH2:64][CH2:63][CH2:62][CH2:61][CH2:60]2)=[O:57])[CH3:54])=[O:51])[N:5]=1.O.FC(F)(F)C(O)=O.C(=O)([O-])O.[Na+], predict the reaction product. The product is: [CH3:1][CH2:2][O:3][C:4]1[N:12]([CH2:13][C:14]2[CH:19]=[CH:18][C:17]([C:20]3[CH:21]=[CH:22][CH:23]=[CH:24][C:25]=3[C:26]3[N:27]=[N:28][NH:29][N:30]=3)=[CH:16][CH:15]=2)[C:11]2[C:10]([C:50]([O:52][CH:53]([O:55][C:56]([O:58][CH:59]3[CH2:60][CH2:61][CH2:62][CH2:63][CH2:64]3)=[O:57])[CH3:54])=[O:51])=[CH:9][CH:8]=[CH:7][C:6]=2[N:5]=1. (2) Given the reactants [CH2:1]([Li])[CH2:2][CH2:3][CH3:4].[S:6]1[CH:10]=[CH:9][C:8]2C(=O)CC[CH2:14][C:7]1=2, predict the reaction product. The product is: [CH2:4]=[C:3]1[C:8]2[CH:9]=[CH:10][S:6][C:7]=2[CH2:14][CH2:1][CH2:2]1. (3) Given the reactants Cl[C:2]1[N:7]=[C:6]([S:8][C:9]2[CH:10]=[C:11]3[C:16](=[C:17]([F:19])[CH:18]=2)[N:15]=[C:14]([CH3:20])[CH:13]=[CH:12]3)[N:5]=[C:4]([NH:21][C:22]2[NH:26][N:25]=[C:24]([CH3:27])[CH:23]=2)[CH:3]=1.[CH3:28][N:29]1[CH2:34][CH2:33][CH:32]([N:35]2[CH2:40][CH2:39][NH:38][CH2:37][CH2:36]2)[CH2:31][CH2:30]1.C(N(C(C)C)CC)(C)C, predict the reaction product. The product is: [F:19][C:17]1[CH:18]=[C:9]([S:8][C:6]2[N:5]=[C:4]([NH:21][C:22]3[NH:26][N:25]=[C:24]([CH3:27])[CH:23]=3)[CH:3]=[C:2]([N:38]3[CH2:37][CH2:36][N:35]([CH:32]4[CH2:33][CH2:34][N:29]([CH3:28])[CH2:30][CH2:31]4)[CH2:40][CH2:39]3)[N:7]=2)[CH:10]=[C:11]2[C:16]=1[N:15]=[C:14]([CH3:20])[CH:13]=[CH:12]2. (4) Given the reactants [F:1][C:2]([F:13])([C:7]1[CH:12]=[CH:11][CH:10]=[CH:9][CH:8]=1)[CH2:3][CH2:4][CH2:5][OH:6].[Br:14][CH2:15][CH2:16][CH2:17][CH2:18][CH2:19][CH2:20]OCC(F)(F)CCC1C=CC=CC=1, predict the reaction product. The product is: [Br:14][CH2:15][CH2:16][CH2:17][CH2:18][CH2:19][CH2:20][O:6][CH2:5][CH2:4][CH2:3][C:2]([C:7]1[CH:12]=[CH:11][CH:10]=[CH:9][CH:8]=1)([F:13])[F:1]. (5) Given the reactants [N:1]1([CH2:6][CH2:7][CH2:8][NH2:9])[CH:5]=[CH:4][N:3]=[CH:2]1.[S:10]1[CH:14]=[CH:13][CH:12]=[C:11]1[CH:15]=O.C([O:19][C:20](=O)[C:21](=[O:28])[CH2:22][CH2:23][CH2:24][CH2:25][CH2:26][CH3:27])C, predict the reaction product. The product is: [OH:28][C:21]1[C:20](=[O:19])[N:9]([CH2:8][CH2:7][CH2:6][N:1]2[CH:5]=[CH:4][N:3]=[CH:2]2)[CH:15]([C:11]2[S:10][CH:14]=[CH:13][CH:12]=2)[C:22]=1[CH2:23][CH2:24][CH2:25][CH2:26][CH3:27].